Dataset: Forward reaction prediction with 1.9M reactions from USPTO patents (1976-2016). Task: Predict the product of the given reaction. (1) The product is: [CH3:4][NH:5][C:6]1[C:11]([NH2:12])=[CH:10][CH:9]=[CH:8][N:7]=1. Given the reactants N#N.O.[CH3:4][NH:5][C:6]1[C:11]([N+:12]([O-])=O)=[CH:10][CH:9]=[CH:8][N:7]=1.NN, predict the reaction product. (2) Given the reactants [CH3:1][O:2][C:3](=[O:36])[CH:4]([P:30]([O:34]C)([O:32]C)=[O:31])[CH2:5][C:6]([CH3:29])=[CH:7][CH2:8][C:9]1[C:10]([O:22]CC[Si](C)(C)C)=[C:11]2[C:15](=[C:16]([CH3:20])[C:17]=1[O:18][CH3:19])[CH2:14][O:13][C:12]2=[O:21].C[Si](Br)(C)C.N1C(C)=CC=CC=1C, predict the reaction product. The product is: [CH3:1][O:2][C:3](=[O:36])[CH:4]([P:30]([OH:34])([OH:32])=[O:31])[CH2:5][C:6]([CH3:29])=[CH:7][CH2:8][C:9]1[C:10]([OH:22])=[C:11]2[C:15](=[C:16]([CH3:20])[C:17]=1[O:18][CH3:19])[CH2:14][O:13][C:12]2=[O:21]. (3) The product is: [Cl:27][C:24]1[CH:25]=[CH:26][C:21]([CH2:20][N:16]2[C:17]3[C:13](=[CH:12][C:11](/[CH:10]=[C:7]4/[C:8](=[O:9])[N:4]([CH2:3][CH2:2][NH:1][S:34]([CH3:33])(=[O:36])=[O:35])[C:5](=[O:32])[S:6]/4)=[CH:19][CH:18]=3)[CH:14]=[N:15]2)=[C:22]([C:28]([F:30])([F:29])[F:31])[CH:23]=1. Given the reactants [NH2:1][CH2:2][CH2:3][N:4]1[C:8](=[O:9])/[C:7](=[CH:10]/[C:11]2[CH:12]=[C:13]3[C:17](=[CH:18][CH:19]=2)[N:16]([CH2:20][C:21]2[CH:26]=[CH:25][C:24]([Cl:27])=[CH:23][C:22]=2[C:28]([F:31])([F:30])[F:29])[N:15]=[CH:14]3)/[S:6][C:5]1=[O:32].[CH3:33][S:34](Cl)(=[O:36])=[O:35], predict the reaction product. (4) Given the reactants [F:1][C:2]1[CH:7]=[CH:6][C:5]([C:8]2[CH:13]=[CH:12][C:11]([OH:14])=[CH:10][CH:9]=2)=[CH:4][C:3]=1[C:15]#[N:16].Br[CH2:18][CH2:19][O:20][CH3:21].[I-].[K+].C(=O)([O-])[O-].[K+].[K+], predict the reaction product. The product is: [F:1][C:2]1[CH:7]=[CH:6][C:5]([C:8]2[CH:9]=[CH:10][C:11]([O:14][CH2:18][CH2:19][O:20][CH3:21])=[CH:12][CH:13]=2)=[CH:4][C:3]=1[C:15]#[N:16]. (5) Given the reactants [F:1][C:2]1[C:3]([C:18]([F:21])([F:20])[F:19])=[C:4]([C:8]2[CH:13]=[CH:12][N:11]=[C:10]([C:14](=[N:16][OH:17])[NH2:15])[CH:9]=2)[CH:5]=[CH:6][CH:7]=1.[C:22](N1C=CN=C1)(N1C=CN=C1)=[O:23].N12CCCN=C1CCCCC2.Cl, predict the reaction product. The product is: [F:1][C:2]1[C:3]([C:18]([F:21])([F:19])[F:20])=[C:4]([C:8]2[CH:13]=[CH:12][N:11]=[C:10]([C:14]3[NH:16][O:17][C:22](=[O:23])[N:15]=3)[CH:9]=2)[CH:5]=[CH:6][CH:7]=1.